Dataset: Forward reaction prediction with 1.9M reactions from USPTO patents (1976-2016). Task: Predict the product of the given reaction. (1) Given the reactants [OH:1][C:2]1[CH:7]=[CH:6][C:5]([CH2:8][CH2:9][NH:10][C:11]2[N:16]=[C:15]([C:17]3[CH:18]=[C:19]([CH:22]=[CH:23][CH:24]=3)[CH:20]=O)[CH:14]=[CH:13][N:12]=2)=[CH:4][CH:3]=1.[CH2:25]([NH2:27])[CH3:26], predict the reaction product. The product is: [CH2:25]([NH:27][CH2:20][C:19]1[CH:18]=[C:17]([C:15]2[CH:14]=[CH:13][N:12]=[C:11]([NH:10][CH2:9][CH2:8][C:5]3[CH:6]=[CH:7][C:2]([OH:1])=[CH:3][CH:4]=3)[N:16]=2)[CH:24]=[CH:23][CH:22]=1)[CH3:26]. (2) Given the reactants Br[C:2]1[C:11]2[C:6](=[CH:7][CH:8]=[CH:9][CH:10]=2)[C:5]([C:12]#[N:13])=[CH:4][CH:3]=1.[CH3:14][O:15][C:16]([C@H:18]1[C@@H:25]([O:26][C:27]([C:29]2[CH:34]=[CH:33][CH:32]=[CH:31][CH:30]=2)=[O:28])[CH2:24][C@H:22]2[NH:23][C@@H:19]1[CH2:20][CH2:21]2)=[O:17].C1C=CC(P(C2C(C3C(P(C4C=CC=CC=4)C4C=CC=CC=4)=CC=C4C=3C=CC=C4)=C3C(C=CC=C3)=CC=2)C2C=CC=CC=2)=CC=1.C(=O)([O-])[O-].[Cs+].[Cs+], predict the reaction product. The product is: [CH3:14][O:15][C:16]([C@H:18]1[C@@H:25]([O:26][C:27](=[O:28])[C:29]2[CH:30]=[CH:31][CH:32]=[CH:33][CH:34]=2)[CH2:24][C@H:22]2[N:23]([C:2]3[C:11]4[C:6](=[CH:7][CH:8]=[CH:9][CH:10]=4)[C:5]([C:12]#[N:13])=[CH:4][CH:3]=3)[C@@H:19]1[CH2:20][CH2:21]2)=[O:17]. (3) Given the reactants [CH3:1][O:2][C:3]1[CH:8]=[C:7]([O:9][CH3:10])[CH:6]=[CH:5][C:4]=1[C:11]1[NH:19][C:14]2=[N:15][CH:16]=[CH:17][CH:18]=[C:13]2[N:12]=1.[CH3:20][O:21]C(Cl)Cl, predict the reaction product. The product is: [N:12]1[C:13]2[C:14](=[N:15][CH:16]=[CH:17][CH:18]=2)[NH:19][C:11]=1[C:4]1[C:3]([O:2][CH3:1])=[CH:8][C:7]([O:9][CH3:10])=[C:6]([CH:5]=1)[CH:20]=[O:21]. (4) Given the reactants [O:1]=[C:2]1[C:6](=[CH:7][C:8]2[O:12][C:11]([C:13]3[CH:21]=[CH:20][C:16]([C:17]([OH:19])=O)=[CH:15][CH:14]=3)=[CH:10][CH:9]=2)[S:5][C:4](=[S:22])[NH:3]1.[N:23]1([CH2:29][CH2:30][NH2:31])[CH2:28][CH2:27][NH:26][CH2:25][CH2:24]1.C1C=CC2N(O)N=NC=2C=1.CCN=C=NCCCN(C)C.CCN(C(C)C)C(C)C, predict the reaction product. The product is: [NH2:31][CH2:30][CH2:29][N:23]1[CH2:28][CH2:27][N:26]([C:17]([C:16]2[CH:15]=[CH:14][C:13]([C:11]3[O:12][C:8]([CH:7]=[C:6]4[S:5][C:4](=[S:22])[NH:3][C:2]4=[O:1])=[CH:9][CH:10]=3)=[CH:21][CH:20]=2)=[O:19])[CH2:25][CH2:24]1. (5) Given the reactants [Cl:1][C:2]1[CH:7]=[CH:6][CH:5]=[CH:4][C:3]=1[N:8]1[C:16]2[NH:15][CH2:14][CH2:13][CH2:12][C:11]=2[CH:10]=[C:9]1[C:17]1[CH:22]=[CH:21][C:20]([O:23][CH3:24])=[CH:19][CH:18]=1.[F:25][C:26]1[CH:33]=[CH:32][C:29]([CH:30]=O)=[CH:28][CH:27]=1.C(O)(=O)C.[BH-](OC(C)=O)(OC(C)=O)OC(C)=O.[Na+].[OH-].[Na+], predict the reaction product. The product is: [Cl:1][C:2]1[CH:7]=[CH:6][CH:5]=[CH:4][C:3]=1[N:8]1[C:12]2[CH2:13][CH2:14][N:15]([CH2:30][C:29]3[CH:32]=[CH:33][C:26]([F:25])=[CH:27][CH:28]=3)[CH2:16][C:11]=2[CH:10]=[C:9]1[C:17]1[CH:18]=[CH:19][C:20]([O:23][CH3:24])=[CH:21][CH:22]=1.